Dataset: Forward reaction prediction with 1.9M reactions from USPTO patents (1976-2016). Task: Predict the product of the given reaction. (1) Given the reactants [CH3:1][N:2]([CH3:21])[CH2:3][CH2:4][C:5]1[S:9][C:8]2[CH:10]=[CH:11][CH:12]=[CH:13][C:7]=2[C:6]=1[CH:14]([C:16]1[N:17]=[CH:18][S:19][CH:20]=1)[OH:15], predict the reaction product. The product is: [CH3:21][N:2]([CH3:1])[CH2:3][CH2:4][C:5]1[S:9][C:8]2[CH:10]=[CH:11][CH:12]=[CH:13][C:7]=2[C:6]=1[C:14]([C:16]1[N:17]=[CH:18][S:19][CH:20]=1)=[O:15]. (2) Given the reactants [N+](=[CH2:3])=[N-].[CH:4]1([C:7]2[N:12]=[C:11]([Cl:13])[C:10]([Cl:14])=[C:9]([C:15]([OH:17])=[O:16])[N:8]=2)[CH2:6][CH2:5]1, predict the reaction product. The product is: [CH:4]1([C:7]2[N:12]=[C:11]([Cl:13])[C:10]([Cl:14])=[C:9]([C:15]([O:17][CH3:3])=[O:16])[N:8]=2)[CH2:5][CH2:6]1. (3) Given the reactants Br[C:2]1[CH:7]=[CH:6][N:5]=[C:4]2[NH:8][C:9]([C:11]3[CH:12]=[N:13][N:14]([CH3:16])[CH:15]=3)=[N:10][C:3]=12.[C:17]([C:21]1[CH:40]=[CH:39][C:24]([C:25]([NH:27][CH2:28][C:29]2[CH:34]=[CH:33][C:32](B(O)O)=[CH:31][C:30]=2[F:38])=[O:26])=[CH:23][CH:22]=1)([CH3:20])([CH3:19])[CH3:18].P([O-])([O-])([O-])=O.[K+].[K+].[K+].C([O-])(=O)C.[Na+].C(#N)C, predict the reaction product. The product is: [C:17]([C:21]1[CH:40]=[CH:39][C:24]([C:25]([NH:27][CH2:28][C:29]2[CH:34]=[CH:33][C:32]([C:2]3[CH:7]=[CH:6][N:5]=[C:4]4[NH:8][C:9]([C:11]5[CH:12]=[N:13][N:14]([CH3:16])[CH:15]=5)=[N:10][C:3]=34)=[CH:31][C:30]=2[F:38])=[O:26])=[CH:23][CH:22]=1)([CH3:20])([CH3:18])[CH3:19]. (4) The product is: [CH2:6]([N:13]1[C:14]([CH2:17][OH:18])([CH3:19])[CH2:15][O:16][CH2:2][C:3]1=[O:4])[C:7]1[CH:12]=[CH:11][CH:10]=[CH:9][CH:8]=1. Given the reactants Cl[CH2:2][C:3](Cl)=[O:4].[CH2:6]([NH:13][C:14]([CH3:19])([CH2:17][OH:18])[CH2:15][OH:16])[C:7]1[CH:12]=[CH:11][CH:10]=[CH:9][CH:8]=1.C(=O)([O-])[O-].[K+].[K+], predict the reaction product. (5) The product is: [F:1][C:2]1[CH:7]=[N:6][C:5]([N:8]2[CH:12]=[CH:11][N:10]=[N:9]2)=[C:4]2[NH:13][CH:14]=[C:15]([C:16](=[O:20])[C:17]([N:31]3[CH2:32][CH2:33][CH:28]([CH:27]([C:23]4[N:22]([CH3:21])[CH:26]=[CH:25][N:24]=4)[C:34]4[CH:39]=[CH:38][CH:37]=[CH:36][CH:35]=4)[CH2:29][CH2:30]3)=[O:19])[C:3]=12. Given the reactants [F:1][C:2]1[CH:7]=[N:6][C:5]([N:8]2[CH:12]=[CH:11][N:10]=[N:9]2)=[C:4]2[NH:13][CH:14]=[C:15]([C:16](=[O:20])[C:17]([OH:19])=O)[C:3]=12.[CH3:21][N:22]1[CH:26]=[CH:25][N:24]=[C:23]1[CH:27]([C:34]1[CH:39]=[CH:38][CH:37]=[CH:36][CH:35]=1)[CH:28]1[CH2:33][CH2:32][NH:31][CH2:30][CH2:29]1.CN([P+](ON1N=NC2C=CC=CC1=2)(N(C)C)N(C)C)C.F[P-](F)(F)(F)(F)F.CCN(C(C)C)C(C)C, predict the reaction product.